Dataset: Reaction yield outcomes from USPTO patents with 853,638 reactions. Task: Predict the reaction yield, written as a fraction of the theoretical maximum amount of product (1.0 means a 100% yield; for example, 0.34 means a 34% yield). (1) The yield is 0.240. The reactants are Br[C:2]1[C:3]([C:16]2[CH:21]=[CH:20][CH:19]=[CH:18][CH:17]=2)=[N:4][C:5]2[C:10]([N:11]=1)=[CH:9][C:8]([C:12]([O:14]C)=[O:13])=[CH:7][CH:6]=2.CC1(C)C(C)(C)OB([C:30]2[CH:35]=[CH:34][C:33]([N+:36]([O-:38])=[O:37])=[CH:32][CH:31]=2)O1. The product is [N+:36]([C:33]1[CH:34]=[CH:35][C:30]([C:2]2[C:3]([C:16]3[CH:21]=[CH:20][CH:19]=[CH:18][CH:17]=3)=[N:4][C:5]3[C:10]([N:11]=2)=[CH:9][C:8]([C:12]([OH:14])=[O:13])=[CH:7][CH:6]=3)=[CH:31][CH:32]=1)([O-:38])=[O:37]. No catalyst specified. (2) The reactants are [H-].[Al+3].[Li+].[H-].[H-].[H-].[C:7]([N:15]1[CH2:28][CH2:27][C:26]2[C:25]3[C:24]([C:29]4[CH:34]=[CH:33][CH:32]=[CH:31][C:30]=4[F:35])=[CH:23][CH:22]=[CH:21][C:20]=3[NH:19][C:18]=2[CH2:17][CH2:16]1)(=O)[C:8]1[CH:13]=[CH:12][CH:11]=[CH:10][CH:9]=1. The catalyst is O1CCCC1. The product is [CH2:7]([N:15]1[CH2:28][CH2:27][C:26]2[C:25]3[C:24]([C:29]4[CH:34]=[CH:33][CH:32]=[CH:31][C:30]=4[F:35])=[CH:23][CH:22]=[CH:21][C:20]=3[NH:19][C:18]=2[CH2:17][CH2:16]1)[C:8]1[CH:9]=[CH:10][CH:11]=[CH:12][CH:13]=1. The yield is 0.630.